From a dataset of Peptide-MHC class II binding affinity with 134,281 pairs from IEDB. Regression. Given a peptide amino acid sequence and an MHC pseudo amino acid sequence, predict their binding affinity value. This is MHC class II binding data. (1) The peptide sequence is IKEKGKDKWIELKES. The MHC is HLA-DQA10102-DQB10502 with pseudo-sequence HLA-DQA10102-DQB10502. The binding affinity (normalized) is 0.0587. (2) The peptide sequence is YDKHLANVSTVLTGK. The MHC is DRB1_0401 with pseudo-sequence DRB1_0401. The binding affinity (normalized) is 0.578. (3) The peptide sequence is AFKVAATAANAFPAN. The MHC is DRB1_1001 with pseudo-sequence DRB1_1001. The binding affinity (normalized) is 0.887. (4) The peptide sequence is KGNVWEVKSSKPLVG. The MHC is DRB1_0802 with pseudo-sequence DRB1_0802. The binding affinity (normalized) is 0.665. (5) The peptide sequence is EHREVLWKFDSQLAHRH. The MHC is HLA-DQA10501-DQB10301 with pseudo-sequence HLA-DQA10501-DQB10301. The binding affinity (normalized) is 0.188. (6) The peptide sequence is NKKYFAATQFEPLAA. The MHC is HLA-DPA10201-DPB10101 with pseudo-sequence HLA-DPA10201-DPB10101. The binding affinity (normalized) is 0.945. (7) The peptide sequence is AVMLTFDNAGMWNVR. The MHC is HLA-DQA10101-DQB10501 with pseudo-sequence HLA-DQA10101-DQB10501. The binding affinity (normalized) is 0.517.